This data is from Full USPTO retrosynthesis dataset with 1.9M reactions from patents (1976-2016). The task is: Predict the reactants needed to synthesize the given product. (1) Given the product [CH3:1][C:2]1([C:5]([C:7]2[C:15]3[C:10](=[N:11][CH:12]=[C:13]([C:16]4[CH:21]=[C:20]([O:22][CH3:23])[C:19]([O:24][CH3:25])=[C:18]([O:26][CH3:27])[CH:17]=4)[N:14]=3)[NH:9][CH:8]=2)=[O:6])[CH2:4][CH2:3]1, predict the reactants needed to synthesize it. The reactants are: [CH3:1][C:2]1([C:5]([C:7]2[C:15]3[C:10](=[N:11][CH:12]=[C:13]([C:16]4[CH:21]=[C:20]([O:22][CH3:23])[C:19]([O:24][CH3:25])=[C:18]([O:26][CH3:27])[CH:17]=4)[N:14]=3)[N:9]([Si](C(C)C)(C(C)C)C(C)C)[CH:8]=2)=[O:6])[CH2:4][CH2:3]1.[F-].C([N+](CCCC)(CCCC)CCCC)CCC. (2) Given the product [Cl:1][C:2]1[CH:3]=[C:4]([C@@H:8]([C:9]2[CH:17]=[CH:16][CH:15]=[C:11]([C:12]([NH:35][CH2:36][C@@H:37]([N:45]([C:46]([O:47][C:48]([CH3:51])([CH3:50])[CH3:49])=[O:52])[CH3:53])[CH2:38][C@H:39]3[CH2:44][CH2:43][CH2:42][O:41][CH2:40]3)=[O:14])[CH:10]=2)[O:18][CH2:19][CH2:20][NH:21][C:22](=[O:23])[O:24][CH3:25])[CH:5]=[CH:6][CH:7]=1, predict the reactants needed to synthesize it. The reactants are: [Cl:1][C:2]1[CH:3]=[C:4]([C@H:8]([O:18][CH2:19][CH2:20][NH:21][C:22]([O:24][CH3:25])=[O:23])[C:9]2[CH:10]=[C:11]([CH:15]=[CH:16][CH:17]=2)[C:12]([OH:14])=O)[CH:5]=[CH:6][CH:7]=1.C(N(CC)C(C)C)(C)C.[NH2:35][CH2:36][C@@H:37]([N:45]([CH3:53])[C:46](=[O:52])[O:47][C:48]([CH3:51])([CH3:50])[CH3:49])[CH2:38][C@H:39]1[CH2:44][CH2:43][CH2:42][O:41][CH2:40]1.C1CN([P+](ON2N=NC3C=CC=CC2=3)(N2CCCC2)N2CCCC2)CC1.F[P-](F)(F)(F)(F)F. (3) Given the product [CH2:59]([O:58][CH:57]([O:61][CH2:62][CH3:63])[CH2:56][CH2:55][NH:54][C:33](=[O:32])[CH2:41][CH2:37][CH2:36][CH2:35][CH2:34][CH2:64][CH2:65][CH2:45][CH2:46][CH2:47][NH:48][C:1](=[O:2])[O:3][CH2:4][CH:5]1[C:6]2[CH:7]=[CH:8][CH:9]=[CH:10][C:11]=2[C:12]2[C:17]1=[CH:16][CH:15]=[CH:14][CH:13]=2)[CH3:60], predict the reactants needed to synthesize it. The reactants are: [C:1](C(CCCCCCCCCN)C(O)=O)([O:3][CH2:4][CH:5]1[C:17]2[C:12](=[CH:13][CH:14]=[CH:15][CH:16]=2)[C:11]2[C:6]1=[CH:7][CH:8]=[CH:9][CH:10]=2)=[O:2].[OH:32][C:33]1[C:41]2N=NN[C:37]=2[CH:36]=[CH:35][CH:34]=1.Cl.CN(C)[CH2:45][CH2:46][CH2:47][N:48]=C=NCC.[NH2:54][CH2:55][CH2:56][CH:57]([O:61][CH2:62][CH3:63])[O:58][CH2:59][CH3:60].[CH:64](N(CC)C(C)C)(C)[CH3:65]. (4) Given the product [CH3:27][C:28]1[NH:29][N:30]=[C:31]2[C:32]=1[C:2]1([CH2:6][CH2:5][C@@H:4]([C:7]([O:9][CH2:10][C:11]3[CH:16]=[CH:15][CH:14]=[CH:13][CH:12]=3)=[O:8])[CH2:3]1)[CH2:26][C:18](=[O:23])[NH:33]2, predict the reactants needed to synthesize it. The reactants are: O=[C:2]1[CH2:6][CH2:5][C@@H:4]([C:7]([O:9][CH2:10][C:11]2[CH:16]=[CH:15][CH:14]=[CH:13][CH:12]=2)=[O:8])[CH2:3]1.C[C:18]1([CH3:26])[O:23]C(=O)CC(=O)O1.[CH3:27][C:28]1[CH:32]=[C:31]([NH2:33])[NH:30][N:29]=1. (5) Given the product [NH2:2][CH:3]1[CH2:4][CH2:5][CH2:6][CH2:7][NH:8][C:9]1=[O:11], predict the reactants needed to synthesize it. The reactants are: Cl.[NH2:2][C@H:3]([C:9]([OH:11])=O)[CH2:4][CH2:5][CH2:6][CH2:7][NH2:8].[OH-].[Na+].C(O)CCCCC. (6) Given the product [N:42]1([CH2:6][C@H:7]2[N:14]([S:15]([C:18]3[CH:19]=[CH:20][CH:21]=[C:22]4[C:27]=3[N:26]=[CH:25][CH:24]=[CH:23]4)(=[O:16])=[O:17])[CH2:13][C:12]3[CH:28]=[CH:29][CH:30]=[CH:31][C:11]=3[CH2:10][O:9][CH2:8]2)[CH:46]=[CH:45][CH:44]=[N:43]1, predict the reactants needed to synthesize it. The reactants are: CS(O[CH2:6][C@H:7]1[N:14]([S:15]([C:18]2[CH:19]=[CH:20][CH:21]=[C:22]3[C:27]=2[N:26]=[CH:25][CH:24]=[CH:23]3)(=[O:17])=[O:16])[CH2:13][C:12]2[CH:28]=[CH:29][CH:30]=[CH:31][C:11]=2[CH2:10][O:9][CH2:8]1)(=O)=O.CS(C)=O.C([O-])([O-])=O.[Cs+].[Cs+].[NH:42]1[CH:46]=[CH:45][CH:44]=[N:43]1. (7) Given the product [CH:15]1([NH:14][C:7]2[C:6]([CH2:4][OH:3])=[CH:11][N:10]=[C:9]([S:12][CH3:13])[N:8]=2)[CH2:16][CH2:17][CH2:18][CH2:19]1, predict the reactants needed to synthesize it. The reactants are: C([O:3][C:4]([C:6]1[C:7]([NH:14][CH:15]2[CH2:19][CH2:18][CH2:17][CH2:16]2)=[N:8][C:9]([S:12][CH3:13])=[N:10][CH:11]=1)=O)C.[H-].[H-].[H-].[H-].[Li+].[Al+3].O.[OH-].[Na+]. (8) Given the product [OH:1][CH2:2][C@@H:3]1[C:17](=[O:18])[N:12]2[C@H:11]([CH2:16][O:15][CH2:14][CH2:13]2)[C:9](=[O:10])[N:8]1[CH2:24][C:25]1[CH:30]=[CH:29][CH:28]=[CH:27][CH:26]=1, predict the reactants needed to synthesize it. The reactants are: [OH:1][CH2:2][C@@H:3]([N:8]([CH2:24][C:25]1[CH:30]=[CH:29][CH:28]=[CH:27][CH:26]=1)[C:9]([C@H:11]1[CH2:16][O:15][CH2:14][CH2:13][N:12]1[C:17](OC(C)(C)C)=[O:18])=[O:10])C(OC)=O.FC(F)(F)C(O)=O.C(=O)([O-])O.[Na+].C1CCCCC1.C(OCC)(=O)C. (9) Given the product [Cl:1][C:2]1[N:7]=[N:6][C:5]([O:8][CH3:9])=[C:4]([NH:11][C:12]2[CH:17]=[CH:16][N:15]=[CH:14][N:13]=2)[CH:3]=1, predict the reactants needed to synthesize it. The reactants are: [Cl:1][C:2]1[N:7]=[N:6][C:5]([O:8][CH3:9])=[C:4](I)[CH:3]=1.[NH2:11][C:12]1[CH:17]=[CH:16][N:15]=[CH:14][N:13]=1.[O-]C1C=CC=CC=1.[Na+].CC1(C)C2C(=C(P(C3C=CC=CC=3)C3C=CC=CC=3)C=CC=2)OC2C(P(C3C=CC=CC=3)C3C=CC=CC=3)=CC=CC1=2. (10) Given the product [Cl:1][C:2]1[CH:3]=[CH:4][C:5]([C:8]2([NH:11][C:12]3[N:17]=[C:16]([O:18][CH2:19][C:20]([F:21])([F:22])[F:23])[N:15]=[C:14]([NH:24][C:25]4[CH:33]=[CH:32][C:28]([C:29]([NH:34][CH2:35][CH2:36][S:37](=[O:39])(=[O:38])[NH2:40])=[O:30])=[CH:27][CH:26]=4)[N:13]=3)[CH2:9][CH2:10]2)=[CH:6][CH:7]=1, predict the reactants needed to synthesize it. The reactants are: [Cl:1][C:2]1[CH:7]=[CH:6][C:5]([C:8]2([NH:11][C:12]3[N:17]=[C:16]([O:18][CH2:19][C:20]([F:23])([F:22])[F:21])[N:15]=[C:14]([NH:24][C:25]4[CH:33]=[CH:32][C:28]([C:29](O)=[O:30])=[CH:27][CH:26]=4)[N:13]=3)[CH2:10][CH2:9]2)=[CH:4][CH:3]=1.[NH2:34][CH2:35][CH2:36][S:37]([NH2:40])(=[O:39])=[O:38].CN(C(ON1N=NC2C=CC=NC1=2)=[N+](C)C)C.F[P-](F)(F)(F)(F)F.